Dataset: Forward reaction prediction with 1.9M reactions from USPTO patents (1976-2016). Task: Predict the product of the given reaction. Given the reactants [CH:1]([C:4]1[CH:9]=[CH:8][C:7]([S:10]([NH:13][C:14]2[CH:15]=[CH:16][C:17]3[CH2:26][C@@H:25]4[C@H:20]([CH2:21][CH2:22][CH2:23][N:24]4[C:27](=O)[CH2:28][CH3:29])[CH2:19][C:18]=3[CH:31]=2)(=[O:12])=[O:11])=[CH:6][CH:5]=1)([CH3:3])[CH3:2].B.O1CCCC1.Cl, predict the reaction product. The product is: [CH:1]([C:4]1[CH:5]=[CH:6][C:7]([S:10]([NH:13][C:14]2[CH:15]=[CH:16][C:17]3[CH2:26][C@@H:25]4[C@H:20]([CH2:21][CH2:22][CH2:23][N:24]4[CH2:27][CH2:28][CH3:29])[CH2:19][C:18]=3[CH:31]=2)(=[O:12])=[O:11])=[CH:8][CH:9]=1)([CH3:3])[CH3:2].